This data is from NCI-60 drug combinations with 297,098 pairs across 59 cell lines. The task is: Regression. Given two drug SMILES strings and cell line genomic features, predict the synergy score measuring deviation from expected non-interaction effect. Synergy scores: CSS=32.2, Synergy_ZIP=4.86, Synergy_Bliss=6.43, Synergy_Loewe=4.67, Synergy_HSA=9.30. Drug 1: COC1=CC(=CC(=C1O)OC)C2C3C(COC3=O)C(C4=CC5=C(C=C24)OCO5)OC6C(C(C7C(O6)COC(O7)C8=CC=CS8)O)O. Drug 2: CC1=C(C(=O)C2=C(C1=O)N3CC4C(C3(C2COC(=O)N)OC)N4)N. Cell line: TK-10.